From a dataset of Forward reaction prediction with 1.9M reactions from USPTO patents (1976-2016). Predict the product of the given reaction. Given the reactants [CH:1]([C:3]1[CH:8]=[CH:7][C:6]([C:9]2[N:14]=[CH:13][N:12]=[C:11]([NH:15][C@H:16]([C:24]([O:26][CH3:27])=[O:25])[CH2:17][C:18]3[CH:23]=[CH:22][CH:21]=[CH:20][CH:19]=3)[CH:10]=2)=[CH:5][CH:4]=1)=[O:2].[C:28]1([Mg]Br)[CH:33]=[CH:32][CH:31]=[CH:30][CH:29]=1, predict the reaction product. The product is: [OH:2][CH:1]([C:28]1[CH:33]=[CH:32][CH:31]=[CH:30][CH:29]=1)[C:3]1[CH:4]=[CH:5][C:6]([C:9]2[N:14]=[CH:13][N:12]=[C:11]([NH:15][C@H:16]([C:24]([O:26][CH3:27])=[O:25])[CH2:17][C:18]3[CH:19]=[CH:20][CH:21]=[CH:22][CH:23]=3)[CH:10]=2)=[CH:7][CH:8]=1.